Predict which catalyst facilitates the given reaction. From a dataset of Catalyst prediction with 721,799 reactions and 888 catalyst types from USPTO. (1) Reactant: [O:1]1[CH2:7][CH2:6][CH2:5][O:4][C:3]2[CH:8]=[C:9]([C:12]3[C:21]([N:22]([CH:24]([CH3:26])[CH3:25])[CH3:23])=[N:20][C:19]4[C:14](=[CH:15][CH:16]=[C:17]([C:27]([O:29]C)=[O:28])[CH:18]=4)[N:13]=3)[CH:10]=[CH:11][C:2]1=2.[OH-].[Na+]. Product: [O:1]1[CH2:7][CH2:6][CH2:5][O:4][C:3]2[CH:8]=[C:9]([C:12]3[C:21]([N:22]([CH:24]([CH3:26])[CH3:25])[CH3:23])=[N:20][C:19]4[C:14](=[CH:15][CH:16]=[C:17]([C:27]([OH:29])=[O:28])[CH:18]=4)[N:13]=3)[CH:10]=[CH:11][C:2]1=2. The catalyst class is: 24. (2) Reactant: Br[C:2]1[C:3](=[O:10])[N:4]([CH3:9])[N:5]=[C:6]([Cl:8])[CH:7]=1.[NH2:11][C:12]1[N:17]=[CH:16][C:15]([CH:18]2[CH2:23][CH2:22][N:21]([C:24]([O:26][C:27]([CH3:30])([CH3:29])[CH3:28])=[O:25])[CH2:20][CH2:19]2)=[CH:14][CH:13]=1.CC1(C)C2C(=C(P(C3C=CC=CC=3)C3C=CC=CC=3)C=CC=2)OC2C(P(C3C=CC=CC=3)C3C=CC=CC=3)=CC=CC1=2.C(=O)([O-])[O-].[Cs+].[Cs+]. Product: [Cl:8][C:6]1[CH:7]=[C:2]([NH:11][C:12]2[N:17]=[CH:16][C:15]([CH:18]3[CH2:23][CH2:22][N:21]([C:24]([O:26][C:27]([CH3:30])([CH3:29])[CH3:28])=[O:25])[CH2:20][CH2:19]3)=[CH:14][CH:13]=2)[C:3](=[O:10])[N:4]([CH3:9])[N:5]=1. The catalyst class is: 62. (3) Reactant: Br[C:2]1[N:3]([CH2:27][CH3:28])[C:4]2[C:9](=[O:10])[N:8]([C:11]3[CH:16]=[C:15]([CH3:17])[C:14](=[O:18])[N:13]([CH3:19])[CH:12]=3)[CH:7]([C:20]3[CH:25]=[CH:24][C:23]([Cl:26])=[CH:22][CH:21]=3)[C:5]=2[N:6]=1.[CH3:29][O:30][C:31]1[C:36](B(O)O)=[CH:35][CH:34]=[CH:33][N:32]=1. Product: [Cl:26][C:23]1[CH:24]=[CH:25][C:20]([CH:7]2[C:5]3[N:6]=[C:2]([C:36]4[C:31]([O:30][CH3:29])=[N:32][CH:33]=[CH:34][CH:35]=4)[N:3]([CH2:27][CH3:28])[C:4]=3[C:9](=[O:10])[N:8]2[C:11]2[CH:16]=[C:15]([CH3:17])[C:14](=[O:18])[N:13]([CH3:19])[CH:12]=2)=[CH:21][CH:22]=1. The catalyst class is: 513. (4) Reactant: [N:1]([CH2:4][C:5]([NH:7][C:8]1[CH:16]=[CH:15][CH:14]=[C:13]2[C:9]=1[C:10](=[O:27])[N:11]([C:18]1([CH3:26])[CH2:23][CH2:22][C:21](=[O:24])[NH:20][C:19]1=[O:25])[C:12]2=[O:17])=[O:6])=[N+]=[N-].O.[ClH:29]. Product: [ClH:29].[NH2:1][CH2:4][C:5]([NH:7][C:8]1[CH:16]=[CH:15][CH:14]=[C:13]2[C:9]=1[C:10](=[O:27])[N:11]([C:18]1([CH3:26])[CH2:23][CH2:22][C:21](=[O:24])[NH:20][C:19]1=[O:25])[C:12]2=[O:17])=[O:6]. The catalyst class is: 19. (5) Reactant: [CH2:1]([N:8]([CH2:15][C:16]1[CH:21]=[CH:20][CH:19]=[CH:18][CH:17]=1)[CH2:9][CH2:10][NH:11][CH2:12][CH2:13][F:14])[C:2]1[CH:7]=[CH:6][CH:5]=[CH:4][CH:3]=1.[CH3:22][C:23]([O:26][C:27](O[C:27]([O:26][C:23]([CH3:25])([CH3:24])[CH3:22])=[O:28])=[O:28])([CH3:25])[CH3:24].C(N(CC)CC)C.C(=O)(O)[O-].[Na+]. Product: [C:23]([O:26][C:27](=[O:28])[N:11]([CH2:10][CH2:9][N:8]([CH2:1][C:2]1[CH:3]=[CH:4][CH:5]=[CH:6][CH:7]=1)[CH2:15][C:16]1[CH:17]=[CH:18][CH:19]=[CH:20][CH:21]=1)[CH2:12][CH2:13][F:14])([CH3:25])([CH3:24])[CH3:22]. The catalyst class is: 2. (6) Reactant: Cl.C(OC([N:9]1[CH2:14][CH2:13][C:12]([CH2:21][N:22]2[CH2:27][CH2:26][N:25]([S:28]([C:31]3[CH:40]=[CH:39][C:38]4[C:33](=[CH:34][CH:35]=[C:36]([Cl:41])[CH:37]=4)[CH:32]=3)(=[O:30])=[O:29])[CH2:24][C:23]2=[O:42])([NH:15][C:16]([O:18][CH2:19][CH3:20])=[O:17])[CH2:11][CH2:10]1)=O)(C)(C)C. Product: [ClH:41].[CH2:19]([O:18][C:16]([NH:15][C:12]1([CH2:21][N:22]2[CH2:27][CH2:26][N:25]([S:28]([C:31]3[CH:40]=[CH:39][C:38]4[C:33](=[CH:34][CH:35]=[C:36]([Cl:41])[CH:37]=4)[CH:32]=3)(=[O:29])=[O:30])[CH2:24][C:23]2=[O:42])[CH2:13][CH2:14][NH:9][CH2:10][CH2:11]1)=[O:17])[CH3:20]. The catalyst class is: 336. (7) Reactant: [NH2:1][C:2]([C:4]1[CH:5]=[C:6](Br)[CH:7]=[C:8]2[C:12]=1[NH:11][CH:10]=[C:9]2[CH:13]1[CH2:18][CH2:17][N:16]([C:19]([O:21][C:22]([CH3:25])([CH3:24])[CH3:23])=[O:20])[CH2:15][CH2:14]1)=[O:3].C(=O)([O-])[O-].[K+].[K+]. Product: [NH2:1][C:2]([C:4]1[CH:5]=[C:6]([C:7]2[CH:6]=[CH:5][C:4]([CH3:2])=[CH:12][CH:8]=2)[CH:7]=[C:8]2[C:12]=1[NH:11][CH:10]=[C:9]2[CH:13]1[CH2:18][CH2:17][N:16]([C:19]([O:21][C:22]([CH3:25])([CH3:24])[CH3:23])=[O:20])[CH2:15][CH2:14]1)=[O:3]. The catalyst class is: 70.